From a dataset of Forward reaction prediction with 1.9M reactions from USPTO patents (1976-2016). Predict the product of the given reaction. Given the reactants CON(C)[C:4]([C:6]1[C:11](=[O:12])[CH:10]=[CH:9][N:8]([C:13]2[CH:18]=[CH:17][CH:16]=[C:15]([C:19]([F:22])([F:21])[F:20])[CH:14]=2)[N:7]=1)=[O:5].[CH3:24][CH2:25][Mg+].[Br-], predict the reaction product. The product is: [C:4]([C:6]1[C:11](=[O:12])[CH:10]=[CH:9][N:8]([C:13]2[CH:18]=[CH:17][CH:16]=[C:15]([C:19]([F:20])([F:21])[F:22])[CH:14]=2)[N:7]=1)(=[O:5])[CH2:24][CH3:25].